Dataset: Catalyst prediction with 721,799 reactions and 888 catalyst types from USPTO. Task: Predict which catalyst facilitates the given reaction. (1) Reactant: [NH2:1][C:2]1[N:7]=[C:6]([S:8][CH3:9])[N:5]=[C:4]([NH:10][CH2:11][CH2:12][NH:13]C(=O)OC(C)(C)C)[CH:3]=1.[F:21][C:22]([F:28])([F:27])[S:23]([OH:26])(=[O:25])=[O:24]. Product: [F:21][C:22]([F:28])([F:27])[S:23]([OH:26])(=[O:25])=[O:24].[NH2:13][CH2:12][CH2:11][NH:10][C:4]1[N:5]=[C:6]([S:8][CH3:9])[N:7]=[C:2]([NH2:1])[CH:3]=1. The catalyst class is: 2. (2) Reactant: [NH2:1][C@@H:2]([CH3:18])[CH2:3][N:4]1[CH:8]=[CH:7][C:6]([C:9]2[CH:16]=[CH:15][C:12]([C:13]#[N:14])=[C:11]([Cl:17])[CH:10]=2)=[N:5]1.[S:19]1[CH:23]=[CH:22][N:21]2[CH:24]=[C:25]([C:27](O)=[O:28])[N:26]=[C:20]12.C1C=CC2N(O)N=NC=2C=1.CCN(C(C)C)C(C)C.CCN=C=NCCCN(C)C. Product: [Cl:17][C:11]1[CH:10]=[C:9]([C:6]2[CH:7]=[CH:8][N:4]([CH2:3][C@@H:2]([NH:1][C:27]([C:25]3[N:26]=[C:20]4[N:21]([CH:24]=3)[CH:22]=[CH:23][S:19]4)=[O:28])[CH3:18])[N:5]=2)[CH:16]=[CH:15][C:12]=1[C:13]#[N:14]. The catalyst class is: 3. (3) Reactant: [CH3:1][C:2]1[C:7]([F:8])=[CH:6][CH:5]=[CH:4][C:3]=1[N:9]1[C:13](=[O:14])[N:12]([CH3:15])[N:11]=[N:10]1.N(C1(C#N)CCCCC1)=NC1(C#N)CCCCC1.[Br:34]N1C(=O)CCC1=O.ClC1C=CC=CC=1. Product: [Br:34][CH2:1][C:2]1[C:7]([F:8])=[CH:6][CH:5]=[CH:4][C:3]=1[N:9]1[C:13](=[O:14])[N:12]([CH3:15])[N:11]=[N:10]1. The catalyst class is: 6.